Dataset: Experimentally validated miRNA-target interactions with 360,000+ pairs, plus equal number of negative samples. Task: Binary Classification. Given a miRNA mature sequence and a target amino acid sequence, predict their likelihood of interaction. (1) The miRNA is hsa-miR-134-5p with sequence UGUGACUGGUUGACCAGAGGGG. The protein sequence of the target gene is MGKRRCVPPLEPKLAAGCCGVKKPKLSGSGTHSHGNQSTTVPGSSSGPLQNHQHVDNSSGRENVSDLTLGPGNSPITRMNTASGALSPLPRPNGTANSTKNLVVTAEMCCYCFDVLYCHLYGFPQPRLPRFTNDPYPLFVTWKTGRDKRLRGCIGTFSAMNLHSGLREYTLTSALKDSRFPPLTREELPKLFCSVSLLTNFEDASDYLDWEVGVHGIRIEFINEKGIKRTATYLPEVAKEQDWDQIQTIDSLLRKGGFKAPITSEFRKSIKLTRYRSEKVTISYAEYIASRQHCFQNGTL.... Result: 0 (no interaction). (2) The miRNA is hsa-miR-4713-5p with sequence UUCUCCCACUACCAGGCUCCCA. The protein sequence of the target gene is MDAPRLPVRPGVLLPKLVLLFVYADDCLAQCGKDCKSYCCDGTTPYCCSYYAYIGNILSGTAIAGIVFGIVFIMGVIAGIAICICMCMKNHRATRVGILRTTHINTVSSYPGPPPYGHDHEMEYCADLPPPYSPTPQGPAQRSPPPPYPGNARK. Result: 1 (interaction). (3) The miRNA is hsa-miR-3177-5p with sequence UGUGUACACACGUGCCAGGCGCU. The protein sequence of the target gene is MQCLLLLPFLLLGTVSALHLENDAPHLESLETQADLGQDLDSSKEQERDLALTEEVIQAEGEEVKASACQDNFEDEEAMESDPAALDKDFQCPREEDIVEVQGSPRCKICRYLLVRTPKTFAEAQNVCSRCYGGNLVSIHDFNFNYRIQCCTSTVNQAQVWIGGNLRGWFLWKRFCWTDGSHWNFAYWSPGQPGNGQGSCVALCTKGGYWRRAQCDKQLPFVCSF. Result: 0 (no interaction). (4) The miRNA is hsa-miR-155-5p with sequence UUAAUGCUAAUCGUGAUAGGGGUU. The protein sequence of the target gene is MARGGDTGCTGPSETSASGAAAIALPGLEGPATDAQCQTLPLTVLKSRSPSPRSLPPALSCPPPQPAMLEHLSSLPTQMDYKGQKLAEQMFQGIILFSAIVGFIYGYVAEQFGWTVYIVMAGFAFSCLLTLPPWPIYRRHPLKWLPVQESSTDDKKPGERKIKRHAKNN. Result: 1 (interaction). (5) The miRNA is hsa-miR-4650-5p with sequence UCAGGCCUCUUUCUACCUU. The protein sequence of the target gene is MGIQGGSVLFGLLLVLAVFCHSGHSLQCYNCPNPTADCKTAVNCSSDFDACLITKAGLQVYNKCWKFEHCNFNDVTTRLRENELTYYCCKKDLCNFNEQLENGGTSLSEKTVLLLVTPFLAAAWSLHP. Result: 1 (interaction). (6) The miRNA is hsa-miR-3130-3p with sequence GCUGCACCGGAGACUGGGUAA. The protein sequence of the target gene is MTSTSKGILRPFLIVCIILGCFMACLLIYIKPTNSWIFSPMESASSVLKMKNFFSTKTDYFNETTILVWVWPFGQTFDLTSCQAMFNIQGCHLTTDRSLYNKSHAVLIHHRDISWDLTNLPQQARPPFQKWIWMNLESPTHTPQKSGIEHLFNLTLTYRRDSDIQVPYGFLTVSTNPFVFEVPSKEKLVCWVVSNWNPEHARVKYYNELSKSIEIHTYGQAFGEYVNDKNLIPTISTCKFYLSFENSIHKDYITEKLYNAFLAGSVPVVLGPSRENYENYIPADSFIHVEDYNSPSELAK.... Result: 1 (interaction).